From a dataset of Full USPTO retrosynthesis dataset with 1.9M reactions from patents (1976-2016). Predict the reactants needed to synthesize the given product. (1) The reactants are: C([N:8]1[C:16]2[C:11](=[C:12]([C:17]3[CH:26]=[C:25]4[C:20]([CH:21]=[CH:22][CH:23]=[N:24]4)=[C:19]([N:27]4[CH2:32][CH2:31][O:30][CH2:29][CH2:28]4)[N:18]=3)[CH:13]=[CH:14][CH:15]=2)[CH:10]=[CH:9]1)C1C=CC=CC=1.[Al+3].[Cl-].[Cl-].[Cl-]. Given the product [NH:8]1[C:16]2[C:11](=[C:12]([C:17]3[CH:26]=[C:25]4[C:20]([CH:21]=[CH:22][CH:23]=[N:24]4)=[C:19]([N:27]4[CH2:32][CH2:31][O:30][CH2:29][CH2:28]4)[N:18]=3)[CH:13]=[CH:14][CH:15]=2)[CH:10]=[CH:9]1, predict the reactants needed to synthesize it. (2) Given the product [Cl:8][C:6]1[CH:7]=[C:2]([C:27]#[C:28][CH3:29])[CH:3]=[C:4]([Cl:24])[C:5]=1[C:9]1[C:10](=[O:23])[CH:11]([CH2:16][C:17]2[CH:22]=[CH:21][CH:20]=[CH:19][N:18]=2)[CH2:12][C:13]=1[O:14][CH3:15], predict the reactants needed to synthesize it. The reactants are: Br[C:2]1[CH:7]=[C:6]([Cl:8])[C:5]([C:9]2[C:10](=[O:23])[CH:11]([CH2:16][C:17]3[CH:22]=[CH:21][CH:20]=[CH:19][N:18]=3)[CH2:12][C:13]=2[O:14][CH3:15])=[C:4]([Cl:24])[CH:3]=1.[F-].[Cs+].[CH2:27]([Sn](CCCC)(CCCC)C#CC)[CH2:28][CH2:29]C.CN(C)C=O.